Dataset: Serine/threonine kinase 33 screen with 319,792 compounds. Task: Binary Classification. Given a drug SMILES string, predict its activity (active/inactive) in a high-throughput screening assay against a specified biological target. (1) The molecule is O=C1N(C(=O)C2C3C4(C(C12)C=C3)CC4)c1ccncc1. The result is 0 (inactive). (2) The molecule is S1C(Cc2nc(SCC(=O)Nc3cc4OCOc4cc3)n(c(=O)c12)CCc1ccccc1)C. The result is 0 (inactive). (3) The drug is O(c1cc2c(C(=O)N(C2=O)CCO)cc1)c1ccc([N+]([O-])=O)cc1. The result is 0 (inactive).